This data is from Forward reaction prediction with 1.9M reactions from USPTO patents (1976-2016). The task is: Predict the product of the given reaction. (1) Given the reactants C([O:3][C:4](=[O:21])[CH2:5][O:6][C:7]1[C:8]([Cl:20])=[N:9][C:10]([Cl:19])=[N:11][C:12]=1[N:13]1[CH2:18][CH2:17][O:16][CH2:15][CH2:14]1)C.[Li+].[OH-], predict the reaction product. The product is: [Cl:19][C:10]1[N:9]=[C:8]([Cl:20])[C:7]([O:6][CH2:5][C:4]([OH:21])=[O:3])=[C:12]([N:13]2[CH2:14][CH2:15][O:16][CH2:17][CH2:18]2)[N:11]=1. (2) Given the reactants [Cl:1][C:2]1[CH:3]=[C:4]([CH:20]=[CH:21][CH:22]=1)[CH2:5][NH:6][C:7](=[O:19])[C:8]1[CH:13]=[CH:12][C:11]([CH:14]=O)=[C:10]([N+:16]([O-])=O)[CH:9]=1.[N:23]1[CH:28]=[CH:27][CH:26]=[CH:25][C:24]=1[CH:29]([CH2:32][CH:33]1[CH2:38][CH2:37][O:36][CH2:35][CH2:34]1)[CH2:30][NH2:31].N1C2C(=CC=CC=2)C=N1, predict the reaction product. The product is: [Cl:1][C:2]1[CH:3]=[C:4]([CH:20]=[CH:21][CH:22]=1)[CH2:5][NH:6][C:7]([C:8]1[CH:13]=[CH:12][C:11]2[C:10]([CH:9]=1)=[N:16][N:31]([CH2:30][CH:29]([C:24]1[CH:25]=[CH:26][CH:27]=[CH:28][N:23]=1)[CH2:32][CH:33]1[CH2:34][CH2:35][O:36][CH2:37][CH2:38]1)[CH:14]=2)=[O:19]. (3) Given the reactants [O:1]1[CH:5]=[CH:4][C:3]([C:6]2[N:11]3[N:12]=[C:13]([NH2:15])[N:14]=[C:10]3[CH:9]=[CH:8][CH:7]=2)=[CH:2]1.[CH2:16]([C:20]1[CH:28]=[CH:27][C:23]([C:24](O)=[O:25])=[CH:22][CH:21]=1)[CH2:17][CH2:18][CH3:19], predict the reaction product. The product is: [CH2:16]([C:20]1[CH:21]=[CH:22][C:23]([C:24]([NH:15][C:13]2[N:14]=[C:10]3[CH:9]=[CH:8][CH:7]=[C:6]([C:3]4[CH:4]=[CH:5][O:1][CH:2]=4)[N:11]3[N:12]=2)=[O:25])=[CH:27][CH:28]=1)[CH2:17][CH2:18][CH3:19]. (4) The product is: [CH3:23][O:22][C:20]([CH2:19][CH2:18][C:11]1[N:10]=[C:9]2[C:14]([NH:15][CH:16]=[N:8]2)=[C:13]([NH2:17])[N:12]=1)=[O:21]. Given the reactants C([N:8]1[CH:16]=[N:15][C:14]2[C:9]1=[N:10][C:11]([CH2:18][CH2:19][C:20]([O:22][CH3:23])=[O:21])=[N:12][C:13]=2[NH2:17])C1C=CC=CC=1.C(O)(C)C.[H][H], predict the reaction product. (5) The product is: [CH2:23]([NH:9][C:7]1[CH:8]=[C:3]([O:2][CH3:1])[CH:4]=[CH:5][C:6]=1[CH:10]1[CH2:19][CH2:18][C:17]2[C:12](=[CH:13][CH:14]=[C:15]([O:20][CH3:21])[CH:16]=2)[CH2:11]1)[CH3:24]. Given the reactants [CH3:1][O:2][C:3]1[CH:4]=[CH:5][C:6]([CH:10]2[CH2:19][CH2:18][C:17]3[C:12](=[CH:13][CH:14]=[C:15]([O:20][CH3:21])[CH:16]=3)[CH2:11]2)=[C:7]([NH2:9])[CH:8]=1.N1C=CC=[CH:24][CH:23]=1.C(OC(=O)C)(=O)C.Cl, predict the reaction product.